This data is from Forward reaction prediction with 1.9M reactions from USPTO patents (1976-2016). The task is: Predict the product of the given reaction. (1) Given the reactants [F:1][C:2]1[CH:10]=[CH:9][C:5]([C:6]([OH:8])=O)=[CH:4][C:3]=1[CH3:11].CN(C(ON1N=NC2C=CC=CC1=2)=[N+](C)C)C.[B-](F)(F)(F)F.CCN(C(C)C)C(C)C.[C:43]([O:47][C@H:48]([CH3:58])[C@H:49]([NH:56][CH3:57])[CH2:50][N:51]1[CH2:55][CH2:54][CH2:53][CH2:52]1)([CH3:46])([CH3:45])[CH3:44], predict the reaction product. The product is: [C:43]([O:47][C@H:48]([CH3:58])[C@H:49]([N:56]([CH3:57])[C:6](=[O:8])[C:5]1[CH:9]=[CH:10][C:2]([F:1])=[C:3]([CH3:11])[CH:4]=1)[CH2:50][N:51]1[CH2:55][CH2:54][CH2:53][CH2:52]1)([CH3:46])([CH3:45])[CH3:44]. (2) Given the reactants [H-].[Na+].[OH:3][CH2:4][CH2:5][N:6]1[CH2:11][CH2:10][N:9]([CH2:12][CH2:13][OH:14])[CH2:8][CH2:7]1.Cl.Cl[C:17]1[N:26]=[C:25]([N:27]([C:29]2[CH:34]=[CH:33][C:32]([O:35][CH3:36])=[CH:31][CH:30]=2)[CH3:28])[C:24]2[C:19](=[CH:20][CH:21]=[CH:22][CH:23]=2)[N:18]=1, predict the reaction product. The product is: [CH3:36][O:35][C:32]1[CH:31]=[CH:30][C:29]([N:27]([CH3:28])[C:25]2[C:24]3[C:19](=[CH:20][CH:21]=[CH:22][CH:23]=3)[N:18]=[C:17]([O:14][CH2:13][CH2:12][N:9]3[CH2:10][CH2:11][N:6]([CH2:5][CH2:4][OH:3])[CH2:7][CH2:8]3)[N:26]=2)=[CH:34][CH:33]=1.